From a dataset of Reaction yield outcomes from USPTO patents with 853,638 reactions. Predict the reaction yield, written as a fraction of the theoretical maximum amount of product (1.0 means a 100% yield; for example, 0.34 means a 34% yield). (1) The reactants are [CH:1]1[C:10]2[C:5](=[CH:6][C:7]([C:11]3[O:15][C:14]([CH2:16][CH2:17][C@@H:18]([NH:30]C(=O)OC(C)(C)C)[CH2:19][C:20]4[CH:25]=[CH:24][C:23]([C:26]([F:29])([F:28])[F:27])=[CH:22][CH:21]=4)=[N:13][N:12]=3)=[CH:8][CH:9]=2)[CH:4]=[CH:3][N:2]=1.C(O)(C(F)(F)F)=O. The catalyst is C(Cl)Cl. The product is [CH:1]1[C:10]2[C:5](=[CH:6][C:7]([C:11]3[O:15][C:14]([CH2:16][CH2:17][C@@H:18]([NH2:30])[CH2:19][C:20]4[CH:25]=[CH:24][C:23]([C:26]([F:27])([F:29])[F:28])=[CH:22][CH:21]=4)=[N:13][N:12]=3)=[CH:8][CH:9]=2)[CH:4]=[CH:3][N:2]=1. The yield is 0.930. (2) The reactants are [Cl:1][C:2]1[C:37]([C:38]([F:41])([F:40])[F:39])=[CH:36][CH:35]=[CH:34][C:3]=1[CH2:4][N:5]([CH2:20][CH:21]([C:28]1[CH:33]=[CH:32][CH:31]=[CH:30][CH:29]=1)[C:22]1[CH:27]=[CH:26][CH:25]=[CH:24][CH:23]=1)[CH2:6][CH2:7][CH2:8][O:9][C:10]1[CH:11]=[C:12]([CH2:16][C:17]([OH:19])=[O:18])[CH:13]=[CH:14][CH:15]=1.Cl.[CH3:43]O. No catalyst specified. The product is [CH3:43][O:18][C:17](=[O:19])[CH2:16][C:12]1[CH:13]=[CH:14][CH:15]=[C:10]([O:9][CH2:8][CH2:7][CH2:6][N:5]([CH2:4][C:3]2[CH:34]=[CH:35][CH:36]=[C:37]([C:38]([F:39])([F:40])[F:41])[C:2]=2[Cl:1])[CH2:20][CH:21]([C:22]2[CH:27]=[CH:26][CH:25]=[CH:24][CH:23]=2)[C:28]2[CH:29]=[CH:30][CH:31]=[CH:32][CH:33]=2)[CH:11]=1. The yield is 0.900.